Dataset: Full USPTO retrosynthesis dataset with 1.9M reactions from patents (1976-2016). Task: Predict the reactants needed to synthesize the given product. (1) The reactants are: [H-].[Na+].[Br:3][C:4]1[CH:5]=[C:6]2[C:10](=[CH:11][CH:12]=1)[NH:9][CH:8]=[CH:7]2.[C:13]([C:17]1[CH:24]=[CH:23][C:20]([CH2:21]Br)=[CH:19][CH:18]=1)([CH3:16])([CH3:15])[CH3:14]. Given the product [Br:3][C:4]1[CH:5]=[C:6]2[C:10](=[CH:11][CH:12]=1)[N:9]([CH2:21][C:20]1[CH:23]=[CH:24][C:17]([C:13]([CH3:16])([CH3:15])[CH3:14])=[CH:18][CH:19]=1)[CH:8]=[CH:7]2, predict the reactants needed to synthesize it. (2) Given the product [O:16]=[C:4]([NH:5][C:6]1[CH:7]=[CH:8][CH:9]=[C:10]2[C:15]=1[N:14]=[CH:13][CH:12]=[CH:11]2)[CH:3]([C:17]1[CH:18]=[CH:19][C:20]([C:21]([OH:23])=[O:22])=[CH:25][CH:26]=1)[C:2](=[O:1])[NH:27][C:28]1[CH:29]=[CH:30][CH:31]=[C:32]2[C:37]=1[N:36]=[CH:35][CH:34]=[CH:33]2, predict the reactants needed to synthesize it. The reactants are: [O:1]=[C:2]([NH:27][C:28]1[CH:29]=[CH:30][CH:31]=[C:32]2[C:37]=1[N:36]=[CH:35][CH:34]=[CH:33]2)[CH:3]([C:17]1[CH:26]=[CH:25][C:20]([C:21]([O:23]C)=[O:22])=[CH:19][CH:18]=1)[C:4](=[O:16])[NH:5][C:6]1[CH:7]=[CH:8][CH:9]=[C:10]2[C:15]=1[N:14]=[CH:13][CH:12]=[CH:11]2.O[Li].O. (3) The reactants are: [CH3:1][O:2][CH2:3][CH2:4][N:5]1[C:9]([CH3:10])=[C:8]([CH3:11])[S:7][C:6]1=[NH:12].CCN(CC)CC.[Br:20][C:21]1[CH:29]=[C:28]([C:30](Cl)=[O:31])[C:24]2[O:25][CH2:26][CH2:27][C:23]=2[CH:22]=1. Given the product [Br:20][C:21]1[CH:29]=[C:28]([C:30](/[N:12]=[C:6]2\[S:7][C:8]([CH3:11])=[C:9]([CH3:10])[N:5]\2[CH2:4][CH2:3][O:2][CH3:1])=[O:31])[C:24]2[O:25][CH2:26][CH2:27][C:23]=2[CH:22]=1, predict the reactants needed to synthesize it. (4) The reactants are: Cl[C:2]1[CH:7]=[CH:6][CH:5]=[CH:4][CH:3]=1.[CH2:8]([NH2:14])[CH2:9][CH2:10][CH2:11][CH2:12][CH3:13].CC([O-])(C)C.[Na+].O(CCCC)CCCC. Given the product [CH2:8]([NH:14][C:2]1[CH:7]=[CH:6][CH:5]=[CH:4][CH:3]=1)[CH2:9][CH2:10][CH2:11][CH2:12][CH3:13], predict the reactants needed to synthesize it. (5) Given the product [CH3:12][C:13]1[C:14]2[O:15][C:19]3[C:13]([CH3:12])=[C:14]([OH:15])[CH:16]=[CH:17][C:18]=3[C:4]3([O:6][C:1](=[O:11])[C:2]4[C:3]3=[CH:7][CH:8]=[CH:9][CH:10]=4)[C:16]=2[CH:17]=[CH:18][C:19]=1[OH:20], predict the reactants needed to synthesize it. The reactants are: [C:1]1(=[O:11])[O:6][C:4](=O)[C:3]2=[CH:7][CH:8]=[CH:9][CH:10]=[C:2]12.[CH3:12][C:13]1[C:19]([OH:20])=[CH:18][CH:17]=[CH:16][C:14]=1[OH:15]. (6) Given the product [F:1][C:2]1[CH:7]=[CH:6][C:5]([C:8]([N:10]2[CH2:15][CH2:14][CH2:13][C@H:12]([N:26]3[N:27]=[N:28][C:24]([C:18]4[CH:23]=[CH:22][CH:21]=[CH:20][CH:19]=4)=[N:25]3)[CH2:11]2)=[O:9])=[C:4]([CH3:17])[CH:3]=1, predict the reactants needed to synthesize it. The reactants are: [F:1][C:2]1[CH:7]=[CH:6][C:5]([C:8]([N:10]2[CH2:15][CH2:14][CH2:13][C@@H:12](O)[CH2:11]2)=[O:9])=[C:4]([CH3:17])[CH:3]=1.[C:18]1([C:24]2[NH:28][N:27]=[N:26][N:25]=2)[CH:23]=[CH:22][CH:21]=[CH:20][CH:19]=1. (7) The reactants are: Cl[CH2:2][CH2:3][O:4][C:5]1[CH:10]=[CH:9][C:8]([C:11]2[O:15][C:14]([C:16]3[C:21]([F:22])=[CH:20][CH:19]=[CH:18][C:17]=3[F:23])=[N:13][C:12]=2[C:24]([NH2:26])=[O:25])=[CH:7][CH:6]=1.C([NH:34][CH2:35][CH2:36][OH:37])C1C=CC=CC=1. Given the product [F:23][C:17]1[CH:18]=[CH:19][CH:20]=[C:21]([F:22])[C:16]=1[C:14]1[O:15][C:11]([C:8]2[CH:9]=[CH:10][C:5]([O:4][CH2:3][CH2:2][NH:34][CH2:35][CH2:36][OH:37])=[CH:6][CH:7]=2)=[C:12]([C:24]([NH2:26])=[O:25])[N:13]=1, predict the reactants needed to synthesize it.